Task: Regression. Given a peptide amino acid sequence and an MHC pseudo amino acid sequence, predict their binding affinity value. This is MHC class II binding data.. Dataset: Peptide-MHC class II binding affinity with 134,281 pairs from IEDB (1) The peptide sequence is LLAMAVLAALFAGAW. The MHC is DRB5_0101 with pseudo-sequence DRB5_0101. The binding affinity (normalized) is 0.163. (2) The peptide sequence is PFTVRYTTEGGTKTE. The MHC is DRB4_0101 with pseudo-sequence DRB4_0103. The binding affinity (normalized) is 0.0934. (3) The peptide sequence is SHLVRSWVTAGEIHA. The MHC is HLA-DQA10501-DQB10303 with pseudo-sequence HLA-DQA10501-DQB10303. The binding affinity (normalized) is 0.566. (4) The peptide sequence is ANFRADRVIDPRRCL. The MHC is DRB1_0301 with pseudo-sequence DRB1_0301. The binding affinity (normalized) is 0.577.